This data is from Forward reaction prediction with 1.9M reactions from USPTO patents (1976-2016). The task is: Predict the product of the given reaction. (1) The product is: [CH2:41]([C:43]1[N:47]([CH2:2][C:3]2[CH:21]=[CH:20][C:6]3/[C:7](=[C:16](\[CH3:19])/[C:17]#[N:18])/[C:8]4[CH:15]=[CH:14][CH:13]=[CH:12][C:9]=4[O:10][CH2:11][C:5]=3[CH:4]=2)[C:46]2[CH:48]=[C:49]([CH3:53])[CH:50]=[C:51]([CH3:52])[C:45]=2[N:44]=1)[CH3:42]. Given the reactants O[CH2:2][C:3]1[CH:21]=[CH:20][C:6]2/[C:7](=[C:16](\[CH3:19])/[C:17]#[N:18])/[C:8]3[CH:15]=[CH:14][CH:13]=[CH:12][C:9]=3[O:10][CH2:11][C:5]=2[CH:4]=1.N1C(C)=CC=CC=1C.[Br-].[Li+].CS(OS(C)(=O)=O)(=O)=O.[CH2:41]([C:43]1[NH:44][C:45]2[C:51]([CH3:52])=[CH:50][C:49]([CH3:53])=[CH:48][C:46]=2[N:47]=1)[CH3:42].[OH-].[Li+], predict the reaction product. (2) Given the reactants [CH2:1]([C:3]([C:19]1[CH:24]=[CH:23][C:22]([O:25][CH2:26][CH2:27][CH2:28][C:29](OCC)=[O:30])=[CH:21][CH:20]=1)=[C:4]([C:12]1[CH:17]=[CH:16][C:15]([OH:18])=[CH:14][CH:13]=1)[C:5]1[CH:10]=[CH:9][C:8]([OH:11])=[CH:7][CH:6]=1)[CH3:2].[H-].[Al+3].[Li+].[H-].[H-].[H-], predict the reaction product. The product is: [OH:30][CH2:29][CH2:28][CH2:27][CH2:26][O:25][C:22]1[CH:21]=[CH:20][C:19]([C:3]([CH2:1][CH3:2])=[C:4]([C:5]2[CH:6]=[CH:7][C:8]([OH:11])=[CH:9][CH:10]=2)[C:12]2[CH:17]=[CH:16][C:15]([OH:18])=[CH:14][CH:13]=2)=[CH:24][CH:23]=1. (3) Given the reactants [CH2:1]([O:3][C:4](=[O:29])[CH2:5][C@@H:6]([C:21]1[CH:22]=[N:23][C:24]([O:27][CH3:28])=[CH:25][CH:26]=1)[N:7]([CH3:20])S(C1C=CC([N+]([O-])=O)=CC=1)(=O)=O)[CH3:2].C(N(CC)CC)C.SCC(O)=O, predict the reaction product. The product is: [CH2:1]([O:3][C:4](=[O:29])[CH2:5][C@@H:6]([C:21]1[CH:22]=[N:23][C:24]([O:27][CH3:28])=[CH:25][CH:26]=1)[NH:7][CH3:20])[CH3:2]. (4) Given the reactants Br[C:2]1[CH:7]=[CH:6][C:5]([CH3:8])=[CH:4][C:3]=1[C:9]([N:11]1[CH2:16][CH2:15][CH2:14][C@H:13]([CH3:17])[C@@H:12]1[CH2:18][NH:19][C:20]1[CH:25]=[CH:24][C:23]([C:26]([F:29])([F:28])[F:27])=[CH:22][N:21]=1)=[O:10].[NH:30]1[CH:34]=[CH:33][CH:32]=[N:31]1.CN[C@H]1CCCC[C@@H]1NC.[C:45]([O-:48])([O-])=[O:46].[Cs+].[Cs+], predict the reaction product. The product is: [CH3:17][C@H:13]1[CH2:14][CH2:15][CH2:16][N:11]([C:9]([C:3]2[CH:4]=[C:5]([CH3:8])[CH:6]=[CH:7][C:2]=2[N:30]2[CH:34]=[CH:33][CH:32]=[N:31]2)=[O:10])[C@H:12]1[CH2:18][NH:19][C:20]1[CH:25]=[CH:24][C:23]([C:26]([F:29])([F:28])[F:27])=[CH:22][N:21]=1.[C:45]([OH:48])([C:26]([F:29])([F:28])[F:27])=[O:46]. (5) Given the reactants CO[C:3](=[O:12])[CH2:4][C@H:5]1[CH2:9][CH2:8][C@H:7]([O:10][CH3:11])[CH2:6]1.O([Si](C)(C)C)[K].Cl.Cl.Cl.[S:22]1[C:26]2=[C:27]([N:31]3[CH2:36][CH2:35][N:34]([CH2:37][CH2:38][C@H:39]4[CH2:44][CH2:43][C@H:42]([NH2:45])[CH2:41][CH2:40]4)[CH2:33][CH2:32]3)[N:28]=[CH:29][CH:30]=[C:25]2[CH:24]=[CH:23]1.CCN(C(C)C)C(C)C.CN(C(ON1N=NC2C=CC=CC1=2)=[N+](C)C)C.[B-](F)(F)(F)F.C([O-])(O)=O.[Na+], predict the reaction product. The product is: [CH3:11][O:10][C@H:7]1[CH2:8][CH2:9][C@H:5]([CH2:4][C:3]([NH:45][C@H:42]2[CH2:43][CH2:44][C@H:39]([CH2:38][CH2:37][N:34]3[CH2:35][CH2:36][N:31]([C:27]4[N:28]=[CH:29][CH:30]=[C:25]5[CH:24]=[CH:23][S:22][C:26]=45)[CH2:32][CH2:33]3)[CH2:40][CH2:41]2)=[O:12])[CH2:6]1.